From a dataset of Reaction yield outcomes from USPTO patents with 853,638 reactions. Predict the reaction yield, written as a fraction of the theoretical maximum amount of product (1.0 means a 100% yield; for example, 0.34 means a 34% yield). (1) The reactants are [Cl:1][C:2]1[CH:3]=[C:4]([NH:9][C:10]2[C:15]3=[C:16]([CH2:19][C:20]4([OH:27])[CH2:25][CH2:24][C:23](=O)[CH2:22][CH2:21]4)[CH:17]=[CH:18][N:14]3[N:13]=[CH:12][N:11]=2)[CH:5]=[CH:6][C:7]=1[F:8].[BH3-]C#[N:30].[Na+]. The catalyst is CO. The product is [NH2:30][CH:23]1[CH2:24][CH2:25][C:20]([CH2:19][C:16]2[CH:17]=[CH:18][N:14]3[C:15]=2[C:10]([NH:9][C:4]2[CH:5]=[CH:6][C:7]([F:8])=[C:2]([Cl:1])[CH:3]=2)=[N:11][CH:12]=[N:13]3)([OH:27])[CH2:21][CH2:22]1. The yield is 0.150. (2) The reactants are [CH3:1][O:2][C:3]1[CH:20]=[CH:19][C:18]2[C:5](=[CH:6][CH:7]=[C:8]3[C:17]=2[CH:16]([C:21]2[CH:26]=[CH:25][C:24]([O:27][CH2:28][CH2:29][N:30]4[CH2:35][CH2:34][CH2:33][CH2:32][CH2:31]4)=[CH:23][CH:22]=2)[O:15][C:14]2[C:9]3=[CH:10][CH:11]=[C:12](OS(C(F)(F)F)(=O)=O)[CH:13]=2)[CH:4]=1.[CH3:44][OH:45].C(N(CC)CC)C.CN([CH:56]=[O:57])C. The catalyst is C([O-])(=O)C.[Pd+2].C([O-])(=O)C.[CH-]1C(P(C2C=CC=CC=2)C2C=CC=CC=2)=CC=C1.[CH-]1C(P(C2C=CC=CC=2)C2C=CC=CC=2)=CC=C1.[Fe+2]. The product is [CH3:44][O:45][C:56]([C:12]1[CH:13]=[C:14]2[C:9](=[CH:10][CH:11]=1)[C:8]1[C:17](=[C:18]3[C:5](=[CH:6][CH:7]=1)[CH:4]=[C:3]([O:2][CH3:1])[CH:20]=[CH:19]3)[CH:16]([C:21]1[CH:22]=[CH:23][C:24]([O:27][CH2:28][CH2:29][N:30]3[CH2:35][CH2:34][CH2:33][CH2:32][CH2:31]3)=[CH:25][CH:26]=1)[O:15]2)=[O:57]. The yield is 0.830.